This data is from Catalyst prediction with 721,799 reactions and 888 catalyst types from USPTO. The task is: Predict which catalyst facilitates the given reaction. (1) Reactant: [CH2:1]([O:3][C:4](=[O:22])[CH2:5][C:6]1[CH:11]=[CH:10][CH:9]=[C:8]([O:12][C:13]2[CH:18]=[CH:17][C:16]([CH3:19])=[CH:15][C:14]=2[CH:20]=[O:21])[CH:7]=1)[CH3:2].[BH4-].[Na+]. Product: [CH2:1]([O:3][C:4](=[O:22])[CH2:5][C:6]1[CH:11]=[CH:10][CH:9]=[C:8]([O:12][C:13]2[CH:18]=[CH:17][C:16]([CH3:19])=[CH:15][C:14]=2[CH2:20][OH:21])[CH:7]=1)[CH3:2]. The catalyst class is: 5. (2) Reactant: COC1C=C(C=C(OC)C=1)CC1C2C(=CC=CC=2CCC2C=CC(C(O)=O)=CC=2)CC1.[CH3:32][O:33][C:34]1[CH:35]=[C:36]([CH:59]=[C:60]([O:62][CH3:63])[CH:61]=1)[CH2:37][C:38]1[C:46]2[C:41](=[CH:42][CH:43]=[CH:44][C:45]=2[O:47][CH2:48][C:49]2[CH:58]=[CH:57][C:52]([C:53]([O:55][CH3:56])=[O:54])=[CH:51][CH:50]=2)[CH2:40][CH:39]=1. Product: [CH3:63][O:62][C:60]1[CH:59]=[C:36]([CH:35]=[C:34]([O:33][CH3:32])[CH:61]=1)[CH2:37][CH:38]1[C:46]2[C:41](=[CH:42][CH:43]=[CH:44][C:45]=2[O:47][CH2:48][C:49]2[CH:58]=[CH:57][C:52]([C:53]([O:55][CH3:56])=[O:54])=[CH:51][CH:50]=2)[CH2:40][CH2:39]1. The catalyst class is: 78. (3) Reactant: [C:1]([CH2:3][NH:4][C:5]([C@@H:7]([O:12][CH:13]([C:23]1[CH:28]=[CH:27][CH:26]=[CH:25][CH:24]=1)[C:14]1[CH:22]=[CH:21][C:17](C(O)=O)=[CH:16][CH:15]=1)[CH2:8][CH:9]([CH3:11])[CH3:10])=[O:6])#[N:2].Cl.CN[O:32][CH3:33].CN([C:37]([O:41][N:42]1N=NC2C=CC=N[C:43]1=2)=[N+](C)C)C.F[P-](F)(F)(F)(F)F.C(N(CC)CC)C.C([O-])(O)=O.[Na+]. Product: [C:1]([CH2:3][NH:4][C:5]([C@@H:7]([O:12][CH:13]([C:23]1[CH:28]=[CH:27][CH:26]=[CH:25][CH:24]=1)[C:14]1[CH:22]=[CH:21][C:17]([C:33]([N:42]([O:41][CH3:37])[CH3:43])=[O:32])=[CH:16][CH:15]=1)[CH2:8][CH:9]([CH3:11])[CH3:10])=[O:6])#[N:2]. The catalyst class is: 3.